From a dataset of NCI-60 drug combinations with 297,098 pairs across 59 cell lines. Regression. Given two drug SMILES strings and cell line genomic features, predict the synergy score measuring deviation from expected non-interaction effect. (1) Drug 2: CC1C(C(CC(O1)OC2CC(OC(C2O)C)OC3=CC4=CC5=C(C(=O)C(C(C5)C(C(=O)C(C(C)O)O)OC)OC6CC(C(C(O6)C)O)OC7CC(C(C(O7)C)O)OC8CC(C(C(O8)C)O)(C)O)C(=C4C(=C3C)O)O)O)O. Cell line: RPMI-8226. Synergy scores: CSS=6.85, Synergy_ZIP=14.7, Synergy_Bliss=13.3, Synergy_Loewe=0.100, Synergy_HSA=3.28. Drug 1: CN(C)C1=NC(=NC(=N1)N(C)C)N(C)C. (2) Drug 1: CCC1=CC2CC(C3=C(CN(C2)C1)C4=CC=CC=C4N3)(C5=C(C=C6C(=C5)C78CCN9C7C(C=CC9)(C(C(C8N6C)(C(=O)OC)O)OC(=O)C)CC)OC)C(=O)OC.C(C(C(=O)O)O)(C(=O)O)O. Drug 2: CC1C(C(CC(O1)OC2CC(CC3=C2C(=C4C(=C3O)C(=O)C5=C(C4=O)C(=CC=C5)OC)O)(C(=O)CO)O)N)O.Cl. Cell line: COLO 205. Synergy scores: CSS=53.4, Synergy_ZIP=3.56, Synergy_Bliss=5.45, Synergy_Loewe=4.44, Synergy_HSA=6.90. (3) Drug 1: C1=CC=C(C=C1)NC(=O)CCCCCCC(=O)NO. Drug 2: CC(C)CN1C=NC2=C1C3=CC=CC=C3N=C2N. Cell line: NCI-H226. Synergy scores: CSS=1.90, Synergy_ZIP=1.94, Synergy_Bliss=4.01, Synergy_Loewe=-1.53, Synergy_HSA=-1.50.